This data is from Full USPTO retrosynthesis dataset with 1.9M reactions from patents (1976-2016). The task is: Predict the reactants needed to synthesize the given product. The reactants are: C([N:8]1[CH2:13][CH2:12][CH:11]([N:14]2[CH2:18][C:17]3=[CH:19][N:20]=[C:21]([CH3:22])[N:16]3[C:15]2=[O:23])[CH2:10][CH2:9]1)C1C=CC=CC=1. Given the product [CH3:22][C:21]1[N:16]2[C:15](=[O:23])[N:14]([CH:11]3[CH2:12][CH2:13][NH:8][CH2:9][CH2:10]3)[CH2:18][C:17]2=[CH:19][N:20]=1, predict the reactants needed to synthesize it.